Dataset: Full USPTO retrosynthesis dataset with 1.9M reactions from patents (1976-2016). Task: Predict the reactants needed to synthesize the given product. (1) Given the product [CH3:21][C@@H:22]1[CH2:54][O:26][C:24](=[O:25])[C@H:23]1[NH:34][C:35]1([C:36]2[CH:37]=[CH:38][CH:39]=[CH:40][CH:41]=2)[C:48]2[CH:53]=[CH:52][CH:51]=[CH:50][C:49]=2[C:46]2[C:47]1=[CH:42][CH:43]=[CH:44][CH:45]=2, predict the reactants needed to synthesize it. The reactants are: CC(C[AlH]CC(C)C)C.[Li+].C[Si]([N-][Si](C)(C)C)(C)C.O[CH2:21][C@@H:22]([CH3:54])[C@H:23]([NH:34][C:35]1([C:48]2[CH:53]=[CH:52][CH:51]=[CH:50][CH:49]=2)[C:47]2[CH:46]=[CH:45][CH:44]=[CH:43][C:42]=2[C:41]2[C:36]1=[CH:37][CH:38]=[CH:39][CH:40]=2)[C:24]([O:26]CC1C=CC=CC=1)=[O:25]. (2) Given the product [C:1]([O:10][C:11]1[CH:19]=[CH:18][C:14]([C:15]([OH:17])=[O:16])=[CH:13][CH:12]=1)(=[O:8])[C:2]1[CH:7]=[CH:6][CH:5]=[CH:4][CH:3]=1, predict the reactants needed to synthesize it. The reactants are: [C:1](Cl)(=[O:8])[C:2]1[CH:7]=[CH:6][CH:5]=[CH:4][CH:3]=1.[OH:10][C:11]1[CH:19]=[CH:18][C:14]([C:15]([OH:17])=[O:16])=[CH:13][CH:12]=1.[OH-].[Na+].Cl. (3) Given the product [C:1]([O:5][C:6](=[O:19])[CH2:7][CH2:8][C:9]1[CH:14]=[C:13]([Cl:15])[C:12]([C:16]2[NH:20][C:21]3[CH:22]=[C:23]([C:24](=[O:25])[NH:26][C:27]4[CH:36]=[CH:35][C:34]5[C:29](=[CH:30][CH:31]=[CH:32][CH:33]=5)[N:28]=4)[CH:37]=[CH:38][C:39]=3[N:40]=2)=[C:11]([Cl:18])[CH:10]=1)([CH3:4])([CH3:3])[CH3:2], predict the reactants needed to synthesize it. The reactants are: [C:1]([O:5][C:6](=[O:19])[CH2:7][CH2:8][C:9]1[CH:14]=[C:13]([Cl:15])[C:12]([CH:16]=O)=[C:11]([Cl:18])[CH:10]=1)([CH3:4])([CH3:3])[CH3:2].[NH2:20][C:21]1[CH:22]=[C:23]([CH:37]=[CH:38][C:39]=1[NH2:40])[C:24]([NH:26][C:27]1[CH:36]=[CH:35][C:34]2[C:29](=[CH:30][CH:31]=[CH:32][CH:33]=2)[N:28]=1)=[O:25].OOS([O-])=O.[K+].O. (4) Given the product [N:15]([C@H:35]([CH:37]1[CH2:41][CH2:40][CH2:39][O:38]1)[C:33]1[O:34][C:30]([CH3:29])=[CH:31][CH:32]=1)=[N+:16]=[N-:17], predict the reactants needed to synthesize it. The reactants are: C1(P([N:15]=[N+:16]=[N-:17])(C2C=CC=CC=2)=O)C=CC=CC=1.N12CCCN=C1CCCCC2.[CH3:29][C:30]1[O:34][C:33]([C@@H:35]([CH:37]2[CH2:41][CH2:40][CH2:39][O:38]2)O)=[CH:32][CH:31]=1.O. (5) Given the product [CH3:23][O:24][C:25]1[CH:26]=[C:27]([NH:28][C:2]2[N:7]=[C:6]([C:8]3[CH:9]=[CH:10][C:11]([O:16][CH:17]4[CH2:22][CH2:21][O:20][CH2:19][CH2:18]4)=[C:12]([CH:15]=3)[C:13]#[N:14])[CH:5]=[CH:4][N:3]=2)[CH:29]=[CH:30][C:31]=1[O:32][CH2:33][CH2:34][CH2:35][N:36]1[CH2:37][CH2:38][O:39][CH2:40][CH2:41]1, predict the reactants needed to synthesize it. The reactants are: Cl[C:2]1[N:7]=[C:6]([C:8]2[CH:9]=[CH:10][C:11]([O:16][CH:17]3[CH2:22][CH2:21][O:20][CH2:19][CH2:18]3)=[C:12]([CH:15]=2)[C:13]#[N:14])[CH:5]=[CH:4][N:3]=1.[CH3:23][O:24][C:25]1[CH:26]=[C:27]([CH:29]=[CH:30][C:31]=1[O:32][CH2:33][CH2:34][CH2:35][N:36]1[CH2:41][CH2:40][O:39][CH2:38][CH2:37]1)[NH2:28]. (6) Given the product [CH:1]1([C:4]([N:39]2[CH2:38][C@H:37]3[CH2:42][C@@H:40]2[CH2:41][NH:35][CH2:36]3)=[O:6])[CH2:3][CH2:2]1, predict the reactants needed to synthesize it. The reactants are: [CH:1]1([C:4]([OH:6])=O)[CH2:3][CH2:2]1.CN(C(ON1N=NC2C1=CC=CC=2)=[N+](C)C)C.F[P-](F)(F)(F)(F)F.FC(F)(F)C([N:35]1[CH2:41][C@H:40]2[CH2:42][C@H:37]([CH2:38][NH:39]2)[CH2:36]1)=O.[Cl-].[NH4+]. (7) The reactants are: [Br:1][C:2]1[CH:3]=[C:4]2[C:9](=[CH:10][CH:11]=1)[N:8]=[C:7](Cl)[N:6]=[C:5]2[C:13]1[CH:18]=[CH:17][N:16]=[CH:15][CH:14]=1.Cl.[CH2:20]([CH2:22][NH2:23])[OH:21]. Given the product [Br:1][C:2]1[CH:3]=[C:4]2[C:9](=[CH:10][CH:11]=1)[N:8]=[C:7]([NH:23][CH2:22][CH2:20][OH:21])[N:6]=[C:5]2[C:13]1[CH:18]=[CH:17][N:16]=[CH:15][CH:14]=1, predict the reactants needed to synthesize it. (8) Given the product [CH3:12][N:13]([CH:14]1[CH2:19][CH2:18][NH:17][C:16](=[O:20])[CH2:15]1)[C:9](=[O:10])[O:8][CH2:7][C:4]1[CH:5]=[CH:6][CH:1]=[CH:2][CH:3]=1, predict the reactants needed to synthesize it. The reactants are: [CH:1]1[CH:6]=[CH:5][C:4]([CH2:7][O:8][C:9](Cl)=[O:10])=[CH:3][CH:2]=1.[CH3:12][NH:13][CH:14]1[CH2:19][CH2:18][NH:17][C:16](=[O:20])[CH2:15]1.C([O-])([O-])=O.[K+].[K+]. (9) Given the product [C:1]([O:5][C:6](=[O:7])[N:8]([C@@H:10]([C:11](=[O:12])[N:58]([C@@H:50]([C:49](=[O:60])[N:48]([CH3:47])[CH3:61])[CH2:51][C:52]1[CH:53]=[CH:54][CH:55]=[CH:56][CH:57]=1)[CH3:59])[CH2:14][C:15]1[CH:24]=[CH:23][C:22]2[C:17](=[CH:18][CH:19]=[CH:20][CH:21]=2)[CH:16]=1)[CH3:9])([CH3:2])([CH3:4])[CH3:3], predict the reactants needed to synthesize it. The reactants are: [C:1]([O:5][C:6]([N:8]([C@H:10]([CH2:14][C:15]1[CH:24]=[CH:23][C:22]2[C:17](=[CH:18][CH:19]=[CH:20][CH:21]=2)[CH:16]=1)[C:11](O)=[O:12])[CH3:9])=[O:7])([CH3:4])([CH3:3])[CH3:2].ON1C2N=CC=CC=2N=N1.Cl.C(N=C=NCCCN(C)C)C.[CH3:47][N:48]([CH3:61])[C:49](=[O:60])[C@H:50]([NH:58][CH3:59])[CH2:51][C:52]1[CH:57]=[CH:56][CH:55]=[CH:54][CH:53]=1.C(N(C(C)C)CC)(C)C.